From a dataset of Forward reaction prediction with 1.9M reactions from USPTO patents (1976-2016). Predict the product of the given reaction. (1) Given the reactants [C:1]([NH:5][C:6](=[O:35])[C:7]1[CH:12]=[CH:11][CH:10]=[C:9]([O:13][C:14]2[CH:19]=[CH:18][C:17]([NH:20][C:21]3[C:31]4[CH:30]=[C:29]([CH:32]=O)[CH2:28][CH2:27][NH:26][C:25]=4[N:24]=[CH:23][N:22]=3)=[CH:16][C:15]=2[Cl:34])[CH:8]=1)([CH3:4])([CH3:3])[CH3:2].Cl.[CH3:37][O:38][CH:39]1[CH2:44][CH2:43][NH:42][CH2:41][CH2:40]1.C(N(CC)CC)C.C(O[BH-](OC(=O)C)OC(=O)C)(=O)C.[Na+], predict the reaction product. The product is: [C:1]([NH:5][C:6](=[O:35])[C:7]1[CH:12]=[CH:11][CH:10]=[C:9]([O:13][C:14]2[CH:19]=[CH:18][C:17]([NH:20][C:21]3[C:31]4[CH:30]=[C:29]([CH2:32][N:42]5[CH2:43][CH2:44][CH:39]([O:38][CH3:37])[CH2:40][CH2:41]5)[CH2:28][CH2:27][NH:26][C:25]=4[N:24]=[CH:23][N:22]=3)=[CH:16][C:15]=2[Cl:34])[CH:8]=1)([CH3:4])([CH3:2])[CH3:3]. (2) Given the reactants [CH3:1][O:2][C:3](=[O:27])[NH:4][CH:5]([C:10](NNCC1C=CC(C2C=CC=CN=2)=CC=1)=[O:11])[C:6]([CH3:9])([CH3:8])[CH3:7].CC([C@H](NC(OC)=O)C(N[C@H]([C@@H](O)CN(NC([C@@H](NC(OC)=O)C(C)(C)C)=O)CC1C=CC(C2C=CC=CN=2)=CC=1)CC1C=CC=CC=1)=[O:34])(C)C.N[C@H](C(O)=O)C(C)(C)C.ClC(OC)=O, predict the reaction product. The product is: [CH3:1][O:2][C:3]([NH:4][C@H:5]([C:10]([OH:34])=[O:11])[C:6]([CH3:9])([CH3:8])[CH3:7])=[O:27]. (3) Given the reactants [C:1]1([CH3:17])[CH:6]=[CH:5][C:4]([S:7]([N:10]2[CH2:16][C:12]3([CH2:15][O:14][CH2:13]3)[CH2:11]2)(=[O:9])=[O:8])=[CH:3][CH:2]=1.[BrH:18].C([O-])(O)=O.[Na+], predict the reaction product. The product is: [Br:18][CH2:13][C:12]1([CH2:15][OH:14])[CH2:16][N:10]([S:7]([C:4]2[CH:5]=[CH:6][C:1]([CH3:17])=[CH:2][CH:3]=2)(=[O:9])=[O:8])[CH2:11]1. (4) The product is: [NH2:1][C:2]1[C:7]([O:8][C:9]2[C:10]([CH:19]([CH3:20])[CH3:21])=[CH:11][C:12]([O:17][CH3:18])=[C:13]([CH:16]=2)[C:14]([NH2:15])=[O:25])=[CH:6][N:5]=[C:4]([NH:22][CH2:23][CH3:24])[N:3]=1. Given the reactants [NH2:1][C:2]1[C:7]([O:8][C:9]2[C:10]([CH:19]([CH3:21])[CH3:20])=[CH:11][C:12]([O:17][CH3:18])=[C:13]([CH:16]=2)[C:14]#[N:15])=[CH:6][N:5]=[C:4]([NH:22][CH2:23][CH3:24])[N:3]=1.[OH-:25].[Na+].Cl, predict the reaction product.